From a dataset of NCI-60 drug combinations with 297,098 pairs across 59 cell lines. Regression. Given two drug SMILES strings and cell line genomic features, predict the synergy score measuring deviation from expected non-interaction effect. (1) Drug 1: CS(=O)(=O)OCCCCOS(=O)(=O)C. Drug 2: B(C(CC(C)C)NC(=O)C(CC1=CC=CC=C1)NC(=O)C2=NC=CN=C2)(O)O. Cell line: HCC-2998. Synergy scores: CSS=58.1, Synergy_ZIP=-1.16, Synergy_Bliss=-4.04, Synergy_Loewe=-12.2, Synergy_HSA=-12.0. (2) Drug 1: CCC1(CC2CC(C3=C(CCN(C2)C1)C4=CC=CC=C4N3)(C5=C(C=C6C(=C5)C78CCN9C7C(C=CC9)(C(C(C8N6C=O)(C(=O)OC)O)OC(=O)C)CC)OC)C(=O)OC)O.OS(=O)(=O)O. Drug 2: C1C(C(OC1N2C=NC3=C2NC=NCC3O)CO)O. Cell line: RPMI-8226. Synergy scores: CSS=42.6, Synergy_ZIP=-2.46, Synergy_Bliss=-4.89, Synergy_Loewe=-42.8, Synergy_HSA=-3.07. (3) Drug 1: COC1=CC(=CC(=C1O)OC)C2C3C(COC3=O)C(C4=CC5=C(C=C24)OCO5)OC6C(C(C7C(O6)COC(O7)C8=CC=CS8)O)O. Drug 2: C(=O)(N)NO. Cell line: UO-31. Synergy scores: CSS=15.4, Synergy_ZIP=-4.05, Synergy_Bliss=0.101, Synergy_Loewe=-6.69, Synergy_HSA=1.84.